This data is from Reaction yield outcomes from USPTO patents with 853,638 reactions. The task is: Predict the reaction yield, written as a fraction of the theoretical maximum amount of product (1.0 means a 100% yield; for example, 0.34 means a 34% yield). (1) The reactants are [CH2:1]([C:3]1[S:28][C:6]2[N:7]([CH2:13][C:14]3[CH:19]=[CH:18][C:17]([C:20]4[C:21]([C:26]#[N:27])=[CH:22][CH:23]=[CH:24][CH:25]=4)=[CH:16][CH:15]=3)[C:8](=[O:12])[NH:9][C:10](=[O:11])[C:5]=2[CH:4]=1)[CH3:2].Br[CH2:30][C:31]([C:33]1[CH:38]=[CH:37][CH:36]=[CH:35][C:34]=1[O:39][CH3:40])=[O:32].CN(C)C=O.[H-].[Na+]. The catalyst is C(OCC)(=O)C. The product is [CH2:1]([C:3]1[S:28][C:6]2[N:7]([CH2:13][C:14]3[CH:19]=[CH:18][C:17]([C:20]4[C:21]([C:26]#[N:27])=[CH:22][CH:23]=[CH:24][CH:25]=4)=[CH:16][CH:15]=3)[C:8](=[O:12])[N:9]([CH2:30][C:31]([C:33]3[CH:38]=[CH:37][CH:36]=[CH:35][C:34]=3[O:39][CH3:40])=[O:32])[C:10](=[O:11])[C:5]=2[CH:4]=1)[CH3:2]. The yield is 0.600. (2) The reactants are [C:1]([O:5][C:6]([N:8]([CH3:22])[C@@H:9]([C:13]([CH3:21])([C:15]1[CH:20]=[CH:19][CH:18]=[CH:17][CH:16]=1)[CH3:14])[C:10](O)=[O:11])=[O:7])([CH3:4])([CH3:3])[CH3:2].F[P-](F)(F)(F)(F)F.N1(O[P+](N2CCCC2)(N2CCCC2)N2CCCC2)C2C=CC=CC=2N=N1.C(N(C(C)C)CC)(C)C.Cl.[NH2:66][C@@H:67]([C:84]([CH3:88])([S:86][CH3:87])[CH3:85])[C:68]([N:70]([CH3:83])[C@@H:71]([CH:80]([CH3:82])[CH3:81])/[CH:72]=[C:73](\[CH3:79])/[C:74]([O:76][CH2:77][CH3:78])=[O:75])=[O:69]. The catalyst is ClCCl.C(OCC)(=O)C. The product is [CH:80]([C@@H:71](/[CH:72]=[C:73](\[CH3:79])/[C:74]([O:76][CH2:77][CH3:78])=[O:75])[N:70]([CH3:83])[C:68](=[O:69])[C@H:67]([C:84]([CH3:88])([S:86][CH3:87])[CH3:85])[NH:66][C:10](=[O:11])[C@H:9]([C:13]([CH3:14])([C:15]1[CH:20]=[CH:19][CH:18]=[CH:17][CH:16]=1)[CH3:21])[N:8]([CH3:22])[C:6](=[O:7])[O:5][C:1]([CH3:3])([CH3:2])[CH3:4])([CH3:82])[CH3:81]. The yield is 0.680. (3) The reactants are [O:1]=[C:2]([NH:19][C:20]1[N:21]=[C:22]([C:25]2[CH:30]=[CH:29][N:28]=[CH:27][CH:26]=2)[S:23][CH:24]=1)[C@@H:3]([NH:11]C(=O)OC(C)(C)C)[CH2:4][C:5]1[CH:10]=[CH:9][CH:8]=[CH:7][CH:6]=1.Cl.C([O-])(O)=O.[Na+]. The catalyst is O1CCOCC1.O. The product is [NH2:11][C@@H:3]([CH2:4][C:5]1[CH:10]=[CH:9][CH:8]=[CH:7][CH:6]=1)[C:2]([NH:19][C:20]1[N:21]=[C:22]([C:25]2[CH:30]=[CH:29][N:28]=[CH:27][CH:26]=2)[S:23][CH:24]=1)=[O:1]. The yield is 0.850. (4) The reactants are CC#N.[F:4][C:5]1[CH:6]=[C:7]([C:11]2[CH:16]=[C:15]([O:17][CH3:18])[CH:14]=[CH:13][N:12]=2)[CH:8]=[CH:9][CH:10]=1.[Br:19]N1C(=O)CCC1=O.CCOC(C)=O. The catalyst is [Al]. The product is [Br:19][C:14]1[C:15]([O:17][CH3:18])=[CH:16][C:11]([C:7]2[CH:8]=[CH:9][CH:10]=[C:5]([F:4])[CH:6]=2)=[N:12][CH:13]=1. The yield is 0.137.